Dataset: Full USPTO retrosynthesis dataset with 1.9M reactions from patents (1976-2016). Task: Predict the reactants needed to synthesize the given product. The reactants are: C([O:5][C:6](=[O:35])[CH2:7][N:8]1[C:16]2[C:11](=[CH:12][CH:13]=[C:14]([C:17]([O:19][CH3:20])=[O:18])[CH:15]=2)[C:10]([CH:21]2[CH2:26][CH2:25][CH2:24][CH2:23][CH2:22]2)=[C:9]1[C:27]1[CH:32]=[CH:31][C:30]([O:33][CH3:34])=[CH:29][CH:28]=1)(C)(C)C.C(Cl)Cl.C(O)(C(F)(F)F)=O. Given the product [CH:21]1([C:10]2[C:11]3[C:16](=[CH:15][C:14]([C:17]([O:19][CH3:20])=[O:18])=[CH:13][CH:12]=3)[N:8]([CH2:7][C:6]([OH:35])=[O:5])[C:9]=2[C:27]2[CH:32]=[CH:31][C:30]([O:33][CH3:34])=[CH:29][CH:28]=2)[CH2:26][CH2:25][CH2:24][CH2:23][CH2:22]1, predict the reactants needed to synthesize it.